This data is from Forward reaction prediction with 1.9M reactions from USPTO patents (1976-2016). The task is: Predict the product of the given reaction. (1) Given the reactants [NH2:1][C:2]1[S:6][N:5]=[C:4]([CH3:7])[C:3]=1[C:8]([NH:10][C:11]1[CH:12]=[N:13][C:14]([O:17][CH3:18])=[CH:15][CH:16]=1)=[O:9].Br[C:20]1[S:21][C:22]([C:25]([O:27][CH2:28][CH3:29])=[O:26])=[CH:23][N:24]=1.C(=O)([O-])[O-].[Cs+].[Cs+].CC1(C)C2C(=C(P(C3C=CC=CC=3)C3C=CC=CC=3)C=CC=2)OC2C(P(C3C=CC=CC=3)C3C=CC=CC=3)=CC=CC1=2, predict the reaction product. The product is: [CH3:18][O:17][C:14]1[N:13]=[CH:12][C:11]([NH:10][C:8]([C:3]2[C:4]([CH3:7])=[N:5][S:6][C:2]=2[NH:1][C:20]2[S:21][C:22]([C:25]([O:27][CH2:28][CH3:29])=[O:26])=[CH:23][N:24]=2)=[O:9])=[CH:16][CH:15]=1. (2) Given the reactants [CH3:1][O:2][C:3]1[CH:4]=[C:5]([N:12]2[CH2:21][CH2:20][N:19]3[C@H:14]([CH2:15][O:16][CH2:17][CH2:18]3)[CH2:13]2)[CH:6]=[CH:7][C:8]=1[N+:9]([O-])=O.[Sn](Cl)Cl.Cl, predict the reaction product. The product is: [CH2:15]1[C@@H:14]2[CH2:13][N:12]([C:5]3[CH:6]=[CH:7][C:8]([NH2:9])=[C:3]([O:2][CH3:1])[CH:4]=3)[CH2:21][CH2:20][N:19]2[CH2:18][CH2:17][O:16]1. (3) Given the reactants [O:1]([C:8]1[CH:13]=[CH:12][C:11]([NH:14][C:15]2[N:20]=[CH:19][N:18]=[C:17]([NH:21][CH:22]3[CH2:27][CH2:26][CH2:25][N:24](C(OC(C)(C)C)=O)[CH2:23]3)[CH:16]=2)=[CH:10][CH:9]=1)[C:2]1[CH:7]=[CH:6][CH:5]=[CH:4][CH:3]=1.C(O)(C(F)(F)F)=O, predict the reaction product. The product is: [O:1]([C:8]1[CH:9]=[CH:10][C:11]([NH:14][C:15]2[CH:16]=[C:17]([NH:21][CH:22]3[CH2:27][CH2:26][CH2:25][NH:24][CH2:23]3)[N:18]=[CH:19][N:20]=2)=[CH:12][CH:13]=1)[C:2]1[CH:7]=[CH:6][CH:5]=[CH:4][CH:3]=1. (4) Given the reactants Br[C:2]1[CH:3]=[C:4]([CH:7]=[CH:8][N:9]=1)[CH:5]=[O:6].[C:10]1(B(O)O)[CH:15]=[CH:14][CH:13]=[CH:12][CH:11]=1.C([O-])([O-])=O.[Na+].[Na+].O, predict the reaction product. The product is: [C:10]1([C:2]2[CH:3]=[C:4]([CH:7]=[CH:8][N:9]=2)[CH:5]=[O:6])[CH:15]=[CH:14][CH:13]=[CH:12][CH:11]=1.